Task: Predict the product of the given reaction.. Dataset: Forward reaction prediction with 1.9M reactions from USPTO patents (1976-2016) (1) Given the reactants C1(P(C2C=CC=CC=2)C2C=CC=CC=2)C=CC=CC=1.C(NC(C)C)(C)C.Br[C:28]1[CH:33]=[CH:32][C:31]([NH:34][C:35](=[O:37])[CH3:36])=[CH:30][CH:29]=1.[C:38]([C:40]1[CH:45]=[CH:44][C:43]([CH2:46][C:47]([NH:49][NH:50][C:51]([O:53][C:54]([CH3:57])([CH3:56])[CH3:55])=[O:52])=[O:48])=[CH:42][CH:41]=1)#[CH:39], predict the reaction product. The product is: [C:35]([NH:34][C:31]1[CH:32]=[CH:33][C:28]([C:39]#[C:38][C:40]2[CH:41]=[CH:42][C:43]([CH2:46][C:47]([NH:49][NH:50][C:51]([O:53][C:54]([CH3:57])([CH3:56])[CH3:55])=[O:52])=[O:48])=[CH:44][CH:45]=2)=[CH:29][CH:30]=1)(=[O:37])[CH3:36]. (2) Given the reactants [CH3:1][C@@H:2]1[CH2:7][CH2:6][CH2:5][CH2:4][C@@H:3]1[CH3:8].[N+](C1C=CC=CC=1)([O-])=[O:10], predict the reaction product. The product is: [CH3:1][C@H:2]1[C@@H:3]([CH3:8])[CH2:4][CH2:5][C:6](=[O:10])[CH2:7]1.